This data is from Peptide-MHC class II binding affinity with 134,281 pairs from IEDB. The task is: Regression. Given a peptide amino acid sequence and an MHC pseudo amino acid sequence, predict their binding affinity value. This is MHC class II binding data. (1) The peptide sequence is FPPNGTHSWEYWGAQ. The MHC is DRB1_0405 with pseudo-sequence DRB1_0405. The binding affinity (normalized) is 0.0660. (2) The peptide sequence is SLRKLSSVCLALTNS. The MHC is DRB3_0101 with pseudo-sequence DRB3_0101. The binding affinity (normalized) is 0.198. (3) The MHC is DRB1_1501 with pseudo-sequence DRB1_1501. The peptide sequence is KMIGGIGGFIKVRQYDQIAI. The binding affinity (normalized) is 0.756. (4) The peptide sequence is LKDLWDYMLNSTGGI. The MHC is DRB1_1501 with pseudo-sequence DRB1_1501. The binding affinity (normalized) is 0.425. (5) The peptide sequence is VFGGITYTDVLRYVILV. The MHC is DRB1_1501 with pseudo-sequence DRB1_1501. The binding affinity (normalized) is 0.313. (6) The peptide sequence is GLTHMMIWHSNLNDT. The MHC is DRB1_0802 with pseudo-sequence DRB1_0802. The binding affinity (normalized) is 0.368.